The task is: Predict which catalyst facilitates the given reaction.. This data is from Catalyst prediction with 721,799 reactions and 888 catalyst types from USPTO. (1) Reactant: CC1(C)C(C)(C)OB([C:9]2[CH:10]=[CH:11][C:12]([NH2:15])=[N:13][CH:14]=2)O1.Br[C:18]1[CH:23]=[CH:22][N:21]=[N:20][CH:19]=1.[O-]P([O-])([O-])=O.[K+].[K+].[K+].O1CCOCC1. Product: [N:20]1[CH:19]=[CH:18][C:23]([C:9]2[CH:10]=[CH:11][C:12]([NH2:15])=[N:13][CH:14]=2)=[CH:22][N:21]=1. The catalyst class is: 103. (2) Reactant: Br[CH2:2][C:3]([C:5]1[CH:10]=[CH:9][C:8]([Br:11])=[CH:7][CH:6]=1)=[O:4].[OH2:12].O.O.O.O.O.O.O.O.[S-2:21].[Na+].[Na+]. Product: [S:21]([CH2:2][C:3]([C:5]1[CH:10]=[CH:9][C:8]([Br:11])=[CH:7][CH:6]=1)=[O:12])[CH2:2][C:3]([C:5]1[CH:10]=[CH:9][C:8]([Br:11])=[CH:7][CH:6]=1)=[O:4]. The catalyst class is: 95. (3) Reactant: [F:1][C:2]1([F:20])[CH2:5][CH:4]([CH2:6][CH:7]([NH:10][C:11](=[O:19])[O:12][CH2:13][CH2:14][Si:15]([CH3:18])([CH3:17])[CH3:16])[CH2:8]O)[CH2:3]1.C[CH2:22][N:23](C(C)C)C(C)C.CS(Cl)(=O)=O.[CH3:35][C:36]([O:39][C:40]([O:42]C(OC(C)(C)C)=O)=O)([CH3:38])[CH3:37]. Product: [CH3:16][Si:15]([CH3:18])([CH3:17])[CH2:14][CH2:13][O:12][C:11]([NH:10][CH:7]([CH2:8][N:23]([C:40]([O:39][C:36]([CH3:38])([CH3:37])[CH3:35])=[O:42])[CH3:22])[CH2:6][CH:4]1[CH2:5][C:2]([F:20])([F:1])[CH2:3]1)=[O:19]. The catalyst class is: 2. (4) Reactant: [CH3:1][N:2]([CH3:31])[C:3]1[CH:4]=[C:5]2[C:10](=[CH:11][CH:12]=1)[CH:9]=[C:8]1[CH2:13][CH2:14][C:15](=[O:16])[C:7]1=[C:6]2[C:17]1[CH:30]=[CH:29][C:20]([CH2:21][N:22]2[C:26](=[O:27])[CH:25]=[CH:24][C:23]2=[O:28])=[CH:19][CH:18]=1.[CH2:32]([O:34][C:35](=[O:47])[C@H:36]([CH2:45][SH:46])[NH:37][C:38]([O:40][C:41]([CH3:44])([CH3:43])[CH3:42])=[O:39])[CH3:33]. Product: [C:41]([O:40][C:38]([NH:37][CH:36]([CH2:45][S:46][CH:25]1[CH2:24][C:23](=[O:28])[N:22]([CH2:21][C:20]2[CH:29]=[CH:30][C:17]([C:6]3[C:5]4[C:10](=[CH:11][CH:12]=[C:3]([N:2]([CH3:31])[CH3:1])[CH:4]=4)[CH:9]=[C:8]4[CH2:13][CH2:14][C:15](=[O:16])[C:7]=34)=[CH:18][CH:19]=2)[C:26]1=[O:27])[C:35]([O:34][CH2:32][CH3:33])=[O:47])=[O:39])([CH3:43])([CH3:44])[CH3:42]. The catalyst class is: 61. (5) Reactant: [F:1][C:2]1[CH:7]=[C:6]([I:8])[CH:5]=[CH:4][C:3]=1[N:9]1[C:21]2[C:12](=[CH:13][C:14]3[C:15]([CH3:23])=[N:16][CH:17]=[N:18][C:19]=3[C:20]=2[F:22])[NH:11][C:10]1=[O:24].[Li+].C[Si]([N-][Si](C)(C)C)(C)C.[CH:35]1([S:38](Cl)(=[O:40])=[O:39])[CH2:37][CH2:36]1. Product: [F:1][C:2]1[CH:7]=[C:6]([I:8])[CH:5]=[CH:4][C:3]=1[N:9]1[C:21]2[C:12](=[CH:13][C:14]3[C:15]([CH3:23])=[N:16][CH:17]=[N:18][C:19]=3[C:20]=2[F:22])[N:11]([S:38]([CH:35]2[CH2:37][CH2:36]2)(=[O:40])=[O:39])[C:10]1=[O:24]. The catalyst class is: 1.